Task: Regression. Given two drug SMILES strings and cell line genomic features, predict the synergy score measuring deviation from expected non-interaction effect.. Dataset: NCI-60 drug combinations with 297,098 pairs across 59 cell lines (1) Drug 1: C1=C(C(=O)NC(=O)N1)F. Drug 2: C1=CC(=CC=C1C#N)C(C2=CC=C(C=C2)C#N)N3C=NC=N3. Cell line: EKVX. Synergy scores: CSS=28.0, Synergy_ZIP=-0.980, Synergy_Bliss=-2.19, Synergy_Loewe=-1.48, Synergy_HSA=-1.35. (2) Drug 1: CC(CN1CC(=O)NC(=O)C1)N2CC(=O)NC(=O)C2. Drug 2: C1=CN(C=N1)CC(O)(P(=O)(O)O)P(=O)(O)O. Cell line: A549. Synergy scores: CSS=7.26, Synergy_ZIP=-14.1, Synergy_Bliss=-16.3, Synergy_Loewe=-18.7, Synergy_HSA=-15.0. (3) Drug 1: CC=C1C(=O)NC(C(=O)OC2CC(=O)NC(C(=O)NC(CSSCCC=C2)C(=O)N1)C(C)C)C(C)C. Drug 2: CCN(CC)CCCC(C)NC1=C2C=C(C=CC2=NC3=C1C=CC(=C3)Cl)OC. Cell line: RPMI-8226. Synergy scores: CSS=78.2, Synergy_ZIP=-6.79, Synergy_Bliss=-4.94, Synergy_Loewe=-2.49, Synergy_HSA=-0.390. (4) Drug 1: C1CN(CCN1C(=O)CCBr)C(=O)CCBr. Drug 2: CC(C)CN1C=NC2=C1C3=CC=CC=C3N=C2N. Cell line: OVCAR-8. Synergy scores: CSS=28.0, Synergy_ZIP=-6.27, Synergy_Bliss=-0.166, Synergy_Loewe=-0.912, Synergy_HSA=-0.411.